Dataset: Reaction yield outcomes from USPTO patents with 853,638 reactions. Task: Predict the reaction yield, written as a fraction of the theoretical maximum amount of product (1.0 means a 100% yield; for example, 0.34 means a 34% yield). (1) The reactants are [O:1]1[C:5]2([CH2:10][CH2:9][CH2:8][CH2:7][CH:6]2[C:11]([OH:13])=O)[O:4][CH2:3][CH2:2]1.ON1C2C=CC=CC=2N=N1.O[NH:25][C:26](=[NH:28])[CH3:27]. The catalyst is O1CCCC1. The product is [O:4]1[C:5]2([CH2:10][CH2:9][CH2:8][CH2:7][CH:6]2[C:11]2[O:13][N:28]=[C:26]([CH3:27])[N:25]=2)[O:1][CH2:2][CH2:3]1. The yield is 0.600. (2) The reactants are Br[C:2]1[CH:3]=[N:4][N:5]2[CH:10]=[CH:9][C:8]([C:11]3[CH:21]=[CH:20][C:14]([C:15]([O:17][CH2:18][CH3:19])=[O:16])=[CH:13][CH:12]=3)=[N:7][C:6]=12.[C:22]([C:24]1[CH:29]=[CH:28][C:27](B(O)O)=[CH:26][CH:25]=1)#[N:23].[O-]P([O-])([O-])=O.[K+].[K+].[K+]. The catalyst is O1CCOCC1.O.CCOC(C)=O.C1C=CC([P]([Pd]([P](C2C=CC=CC=2)(C2C=CC=CC=2)C2C=CC=CC=2)([P](C2C=CC=CC=2)(C2C=CC=CC=2)C2C=CC=CC=2)[P](C2C=CC=CC=2)(C2C=CC=CC=2)C2C=CC=CC=2)(C2C=CC=CC=2)C2C=CC=CC=2)=CC=1. The product is [C:22]([C:24]1[CH:29]=[CH:28][C:27]([C:2]2[CH:3]=[N:4][N:5]3[CH:10]=[CH:9][C:8]([C:11]4[CH:21]=[CH:20][C:14]([C:15]([O:17][CH2:18][CH3:19])=[O:16])=[CH:13][CH:12]=4)=[N:7][C:6]=23)=[CH:26][CH:25]=1)#[N:23]. The yield is 0.610. (3) The reactants are [O:1]=[C:2]1[C:11]2[CH:10]=[CH:9][CH:8]=[C:7]3[NH:12][CH:13]([C:21]4[CH:28]=[CH:27][C:24]([CH:25]=O)=[CH:23][CH:22]=4)[CH:14]([C:15]4[CH:20]=[CH:19][CH:18]=[CH:17][CH:16]=4)[C:5]([C:6]=23)=[N:4][NH:3]1.C(O)(=O)C.[NH:33]1[CH2:37][CH2:36][CH2:35][CH2:34]1.[BH4-].[Na+]. The catalyst is C(Cl)Cl. The product is [C:15]1([CH:14]2[C:5]3=[N:4][NH:3][C:2](=[O:1])[C:11]4[CH:10]=[CH:9][CH:8]=[C:7]([C:6]=43)[NH:12][CH:13]2[C:21]2[CH:28]=[CH:27][C:24]([CH2:25][N:33]3[CH2:37][CH2:36][CH2:35][CH2:34]3)=[CH:23][CH:22]=2)[CH:16]=[CH:17][CH:18]=[CH:19][CH:20]=1. The yield is 0.140. (4) The reactants are [F-:1].[K+].I([C:6]1[CH:7]=[C:8]([CH:23]=[CH:24][C:25]=1[N+:26]([O-:28])=[O:27])[C:9]([NH:11][CH2:12][C:13]([O:15][CH2:16][C:17]1[CH:22]=[CH:21][CH:20]=[CH:19][CH:18]=1)=[O:14])=[O:10])(=O)=O.C1OCCOCCOCCOCCOCCOC1.C(#N)C. The catalyst is CCOC(C)=O. The product is [F:1][C:6]1[CH:7]=[C:8]([CH:23]=[CH:24][C:25]=1[N+:26]([O-:28])=[O:27])[C:9]([NH:11][CH2:12][C:13]([O:15][CH2:16][C:17]1[CH:22]=[CH:21][CH:20]=[CH:19][CH:18]=1)=[O:14])=[O:10]. The yield is 0.610. (5) The reactants are [CH2:1]([O:8][C:9]1[C:18]([Br:19])=[CH:17][CH:16]=[C:15]2[C:10]=1[C:11]([C:21]([F:24])([F:23])[F:22])=[CH:12][C:13](=[O:20])[NH:14]2)[C:2]1[CH:7]=[CH:6][CH:5]=[CH:4][CH:3]=1.[F-].[Cs+].[CH:27](I)([CH3:29])[CH3:28]. The catalyst is CN(C=O)C. The product is [CH2:1]([O:8][C:9]1[C:18]([Br:19])=[CH:17][CH:16]=[C:15]2[C:10]=1[C:11]([C:21]([F:24])([F:22])[F:23])=[CH:12][C:13]([O:20][CH:27]([CH3:29])[CH3:28])=[N:14]2)[C:2]1[CH:7]=[CH:6][CH:5]=[CH:4][CH:3]=1. The yield is 1.00. (6) The yield is 0.300. The product is [OH:7][CH2:8][N:9]1[C:17]2[C:12](=[CH:13][CH:14]=[CH:15][CH:16]=2)[CH:11]=[CH:10]1. The catalyst is CO. The reactants are C([O:7][CH2:8][N:9]1[C:17]2[C:12](=[CH:13][CH:14]=[CH:15][CH:16]=2)[CH:11]=[CH:10]1)(=O)C(C)(C)C.C[O-].[Na+]. (7) The reactants are [CH3:1][C:2]1[C:3](B(O)O)=[CH:4][C:5]2[C:6]([CH3:15])([CH3:14])[CH:7]=[CH:8][C:9]([CH3:13])([CH3:12])[C:10]=2[CH:11]=1.Br[C:20]1[C:21]([F:31])=[C:22]([CH:25]=[C:26]([F:30])[C:27]=1[O:28][CH3:29])[CH:23]=[O:24].C(=O)([O-])[O-].[K+].[K+].C(O)C. The catalyst is C1(C)C=CC=CC=1.C1C=CC([P]([Pd]([P](C2C=CC=CC=2)(C2C=CC=CC=2)C2C=CC=CC=2)([P](C2C=CC=CC=2)(C2C=CC=CC=2)C2C=CC=CC=2)[P](C2C=CC=CC=2)(C2C=CC=CC=2)C2C=CC=CC=2)(C2C=CC=CC=2)C2C=CC=CC=2)=CC=1.O. The product is [F:31][C:21]1[C:20]([C:3]2[C:2]([CH3:1])=[CH:11][C:10]3[C:9]([CH3:13])([CH3:12])[CH:8]=[CH:7][C:6]([CH3:15])([CH3:14])[C:5]=3[CH:4]=2)=[C:27]([O:28][CH3:29])[C:26]([F:30])=[CH:25][C:22]=1[CH:23]=[O:24]. The yield is 0.490.